This data is from Full USPTO retrosynthesis dataset with 1.9M reactions from patents (1976-2016). The task is: Predict the reactants needed to synthesize the given product. Given the product [CH3:1][O:5][C:6](=[O:8])[NH:7][C:10]1[C:15]2[S:16][C:17]([C:19]3[C:24]([Cl:25])=[CH:23][CH:22]=[CH:21][C:20]=3[Cl:26])=[N:18][C:14]=2[C:13]([F:27])=[CH:12][N:11]=1, predict the reactants needed to synthesize it. The reactants are: [C:1]([O:5][C:6](=[O:8])[NH2:7])(C)(C)C.Br[C:10]1[C:15]2[S:16][C:17]([C:19]3[C:24]([Cl:25])=[CH:23][CH:22]=[CH:21][C:20]=3[Cl:26])=[N:18][C:14]=2[C:13]([F:27])=[CH:12][N:11]=1.[O-]P([O-])([O-])=O.[K+].[K+].[K+].